This data is from Forward reaction prediction with 1.9M reactions from USPTO patents (1976-2016). The task is: Predict the product of the given reaction. (1) Given the reactants ClC(Cl)(Cl)C(=N)[O:4][C@H:5]1[O:22][C@H:21]([CH2:23][O:24][C:25](=[O:27])[CH3:26])[C@@H:16]([O:17][C:18](=[O:20])[CH3:19])[C@H:11]([O:12][C:13](=[O:15])[CH3:14])[C@@H:6]1[O:7][C:8](=[O:10])[CH3:9].[Br:31][C:32]1[C:37]([Cl:38])=[CH:36][C:35](O)=[CH:34][C:33]=1[Cl:40].[Si](OS(C(F)(F)F)(=O)=O)(C)(C)C.C(O[C@H]1[C@@H](OC(=O)C)[C@H](OC(=O)C)[C@@H](COC(=O)C)O[C@@H]1OC1C=CC(Br)=CC=1Cl)(=O)C, predict the reaction product. The product is: [C:8]([O:7][C@H:6]1[C@@H:11]([O:12][C:13](=[O:15])[CH3:14])[C@H:16]([O:17][C:18](=[O:20])[CH3:19])[C@@H:21]([CH2:23][O:24][C:25](=[O:27])[CH3:26])[O:22][C@@H:5]1[O:4][C:35]1[CH:36]=[C:37]([Cl:38])[C:32]([Br:31])=[C:33]([Cl:40])[CH:34]=1)(=[O:10])[CH3:9]. (2) Given the reactants Br[C:2]1[CH:3]=[C:4]2[C:8](=[C:9]([CH3:11])[CH:10]=1)[C:7](=[O:12])[N:6]([CH2:13][C:14]1[CH:19]=[CH:18][C:17]([O:20][C:21]([F:24])([F:23])[F:22])=[CH:16][CH:15]=1)[CH2:5]2.[C-:25]#[N:26].[Na+].CCCCCC.CCOC(C)=O, predict the reaction product. The product is: [CH3:11][C:9]1[CH:10]=[C:2]([C:25]#[N:26])[CH:3]=[C:4]2[C:8]=1[C:7](=[O:12])[N:6]([CH2:13][C:14]1[CH:19]=[CH:18][C:17]([O:20][C:21]([F:22])([F:24])[F:23])=[CH:16][CH:15]=1)[CH2:5]2. (3) Given the reactants [C:1]([NH:4][C:5]1[CH:13]=[CH:12][CH:11]=[CH:10][C:6]=1[C:7](O)=[O:8])(=O)[CH3:2].[NH2:14][NH2:15].O, predict the reaction product. The product is: [NH2:14][N:15]1[C:7](=[O:8])[C:6]2[C:5](=[CH:13][CH:12]=[CH:11][CH:10]=2)[N:4]=[C:1]1[CH3:2]. (4) Given the reactants [C:1]([C:5]1[CH:30]=[CH:29][C:8]([C:9]([NH:11][C:12]2[C:13]([NH:18]C(=O)C3C=CC=C(C#N)C=3)=[CH:14][CH:15]=[CH:16][CH:17]=2)=[O:10])=[CH:7][CH:6]=1)([CH3:4])([CH3:3])[CH3:2].O.[C:32]([OH:35])(=O)[CH3:33].O.[PH2]([O-])=O.[Na+], predict the reaction product. The product is: [C:1]([C:5]1[CH:30]=[CH:29][C:8]([C:9]([N:11]([C:32](=[O:35])[C:33]2[CH:5]=[CH:6][CH:7]=[C:8]([C:9]#[N:11])[CH:29]=2)[C:12]2[C:13]([NH2:18])=[CH:14][CH:15]=[CH:16][CH:17]=2)=[O:10])=[CH:7][CH:6]=1)([CH3:4])([CH3:2])[CH3:3]. (5) Given the reactants Br[C:2]1[CH:11]=[CH:10][CH:9]=[C:8]2[C:3]=1[CH:4]=[C:5]([C:12]([O:14][CH2:15][CH3:16])=[O:13])[CH:6]=[N:7]2.[F:17][C:18]1[CH:23]=[C:22]([F:24])[CH:21]=[C:20]([F:25])[C:19]=1OB(O)O.[F-].[Cs+].CN(C=O)C, predict the reaction product. The product is: [F:17][C:18]1[CH:23]=[C:22]([F:24])[CH:21]=[C:20]([F:25])[C:19]=1[C:2]1[CH:11]=[CH:10][CH:9]=[C:8]2[C:3]=1[CH:4]=[C:5]([C:12]([O:14][CH2:15][CH3:16])=[O:13])[CH:6]=[N:7]2. (6) Given the reactants [C:1]1([N:7]2[CH:11]=[C:10]([C:12]([OH:14])=O)[C:9]([C:15]([F:18])([F:17])[F:16])=[N:8]2)[CH:6]=[CH:5][CH:4]=[CH:3][CH:2]=1.CCN=C=NCCCN(C)C.[NH2:30][CH2:31][CH2:32][C:33]([O:35]C)=[O:34].C1C=CC2N(O)N=NC=2C=1.C(N(C(C)C)C(C)C)C, predict the reaction product. The product is: [C:1]1([N:7]2[CH:11]=[C:10]([C:12]([NH:30][CH2:31][CH2:32][C:33]([OH:35])=[O:34])=[O:14])[C:9]([C:15]([F:18])([F:17])[F:16])=[N:8]2)[CH:2]=[CH:3][CH:4]=[CH:5][CH:6]=1. (7) Given the reactants [C:1]([O:5][CH3:6])(=[O:4])[CH:2]=[CH2:3].[C:7]([O:11][C:12]([NH:14][CH:15]1[CH2:20][CH2:19][NH:18][CH2:17][CH2:16]1)=[O:13])([CH3:10])([CH3:9])[CH3:8], predict the reaction product. The product is: [C:7]([O:11][C:12]([NH:14][CH:15]1[CH2:16][CH2:17][N:18]([CH2:3][CH2:2][C:1]([O:5][CH3:6])=[O:4])[CH2:19][CH2:20]1)=[O:13])([CH3:10])([CH3:8])[CH3:9].